Dataset: Catalyst prediction with 721,799 reactions and 888 catalyst types from USPTO. Task: Predict which catalyst facilitates the given reaction. (1) Reactant: [N+:1]([C:4]1[CH:5]=[CH:6][C:7]([O:10][C:11]2[CH:16]=[CH:15][C:14]([CH2:17][CH2:18][C:19](O)=[O:20])=[CH:13][CH:12]=2)=[N:8][CH:9]=1)([O-:3])=[O:2].B.C1COCC1.O. Product: [N+:1]([C:4]1[CH:5]=[CH:6][C:7]([O:10][C:11]2[CH:16]=[CH:15][C:14]([CH2:17][CH2:18][CH2:19][OH:20])=[CH:13][CH:12]=2)=[N:8][CH:9]=1)([O-:3])=[O:2]. The catalyst class is: 1. (2) Reactant: [Br:1][C:2]1[C:3]2[C:7]([CH:8]=[CH:9][CH:10]=1)=[N:6][N:5]1[C:11]([CH:16]3[CH2:21][CH2:20][N:19](C(OC(C)(C)C)=O)[CH2:18][CH2:17]3)=[CH:12][C:13](=[O:15])[NH:14][C:4]=21.[ClH:29]. Product: [ClH:29].[Br:1][C:2]1[C:3]2[C:7]([CH:8]=[CH:9][CH:10]=1)=[N:6][N:5]1[C:11]([CH:16]3[CH2:21][CH2:20][NH:19][CH2:18][CH2:17]3)=[CH:12][C:13](=[O:15])[NH:14][C:4]=21. The catalyst class is: 12.